Predict the reaction yield, written as a fraction of the theoretical maximum amount of product (1.0 means a 100% yield; for example, 0.34 means a 34% yield). From a dataset of Reaction yield outcomes from USPTO patents with 853,638 reactions. (1) The reactants are [CH3:1][C:2]1[C:3]2[C:9](=O)[CH2:8][CH:7]([CH2:11][N+:12]([O-:14])=[O:13])[C:4]=2[S:5][CH:6]=1. The catalyst is C1COCC1. The product is [CH3:1][C:2]1[C:3]2[CH2:9][CH2:8][CH:7]([CH2:11][N+:12]([O-:14])=[O:13])[C:4]=2[S:5][CH:6]=1. The yield is 0.564. (2) The reactants are Br[CH:2]1[CH2:20][CH2:19][C:5]2=[CH:6][C:7]3[C:8]4[CH:17]=[CH:16][C:15]([Cl:18])=[CH:14][C:9]=4[CH2:10][O:11][C:12]=3[CH:13]=[C:4]2[C:3]1=[O:21].[C:22]([O:26][C:27]([N:29]1[CH2:33][C@@H:32]([CH3:34])[CH2:31][C@H:30]1[C:35]([OH:37])=[O:36])=[O:28])([CH3:25])([CH3:24])[CH3:23].CCN(C(C)C)C(C)C. The catalyst is CC#N.CCOC(C)=O. The product is [CH3:34][C@@H:32]1[CH2:33][N:29]([C:27]([O:26][C:22]([CH3:23])([CH3:25])[CH3:24])=[O:28])[C@H:30]([C:35]([O:37][CH:2]2[CH2:20][CH2:19][C:5]3=[CH:6][C:7]4[C:8]5[CH:17]=[CH:16][C:15]([Cl:18])=[CH:14][C:9]=5[CH2:10][O:11][C:12]=4[CH:13]=[C:4]3[C:3]2=[O:21])=[O:36])[CH2:31]1. The yield is 0.700. (3) The reactants are [C:1]([C:3]1[CH:8]=[CH:7][C:6]([C:9]2[S:10][C:11]([C:18]([C:20]3[O:21][CH:22]=[CH:23][CH:24]=3)=[O:19])=[CH:12][C:13]=2[CH2:14][C:15](O)=[O:16])=[CH:5][CH:4]=1)#[N:2].[CH3:25][N:26]([CH3:30])[CH2:27][CH2:28][NH2:29].CCN=C=NCCCN(C)C.Cl.C1C=CC2N(O)N=NC=2C=1. The catalyst is ClCCl.CN(C)C=O.O. The product is [C:1]([C:3]1[CH:8]=[CH:7][C:6]([C:9]2[S:10][C:11]([C:18]([C:20]3[O:21][CH:22]=[CH:23][CH:24]=3)=[O:19])=[CH:12][C:13]=2[CH2:14][C:15]([NH:29][CH2:28][CH2:27][N:26]([CH3:30])[CH3:25])=[O:16])=[CH:5][CH:4]=1)#[N:2]. The yield is 0.300.